From a dataset of NCI-60 drug combinations with 297,098 pairs across 59 cell lines. Regression. Given two drug SMILES strings and cell line genomic features, predict the synergy score measuring deviation from expected non-interaction effect. Drug 1: CC1=CC2C(CCC3(C2CCC3(C(=O)C)OC(=O)C)C)C4(C1=CC(=O)CC4)C. Drug 2: C1=NNC2=C1C(=O)NC=N2. Cell line: A498. Synergy scores: CSS=9.50, Synergy_ZIP=-2.17, Synergy_Bliss=2.60, Synergy_Loewe=2.62, Synergy_HSA=2.65.